From a dataset of Forward reaction prediction with 1.9M reactions from USPTO patents (1976-2016). Predict the product of the given reaction. Given the reactants [H-].[Na+].[CH3:3][O:4][C:5]1[CH:25]=[CH:24][C:8]([CH2:9][N:10]2[CH2:19][CH2:18][C:17]3[C:12](=[CH:13][CH:14]=[C:15]([CH2:20][C:21]#[N:22])[CH:16]=3)[C:11]2=[O:23])=[CH:7][CH:6]=1.Br[CH2:27][CH2:28]Br, predict the reaction product. The product is: [CH3:3][O:4][C:5]1[CH:25]=[CH:24][C:8]([CH2:9][N:10]2[CH2:19][CH2:18][C:17]3[C:12](=[CH:13][CH:14]=[C:15]([C:20]4([C:21]#[N:22])[CH2:28][CH2:27]4)[CH:16]=3)[C:11]2=[O:23])=[CH:7][CH:6]=1.